This data is from Full USPTO retrosynthesis dataset with 1.9M reactions from patents (1976-2016). The task is: Predict the reactants needed to synthesize the given product. (1) Given the product [Br:7][C:6]1[C:2]([NH:1][S:18]([C:12]2[CH:17]=[CH:16][CH:15]=[CH:14][CH:13]=2)(=[O:20])=[O:19])=[N:3][O:4][C:5]=1[C:8]([CH3:11])([CH3:10])[CH3:9], predict the reactants needed to synthesize it. The reactants are: [NH2:1][C:2]1[C:6]([Br:7])=[C:5]([C:8]([CH3:11])([CH3:10])[CH3:9])[O:4][N:3]=1.[C:12]1([S:18](Cl)(=[O:20])=[O:19])[CH:17]=[CH:16][CH:15]=[CH:14][CH:13]=1. (2) Given the product [N:1]1[C:10]2[C:5](=[C:6]([CH:11]([CH3:16])[CH2:12][OH:13])[CH:7]=[CH:8][CH:9]=2)[CH:4]=[CH:3][CH:2]=1, predict the reactants needed to synthesize it. The reactants are: [N:1]1[C:10]2[C:5](=[C:6]([CH:11]([CH3:16])[C:12](OC)=[O:13])[CH:7]=[CH:8][CH:9]=2)[CH:4]=[CH:3][CH:2]=1.[H-].[Al+3].[Li+].[H-].[H-].[H-]. (3) Given the product [CH3:26][C:25]([CH2:27][CH2:28][CH:29]=[C:30]([CH3:32])[CH3:31])=[CH:24][CH2:23][NH:33][C:9](=[O:11])[C:8]1[CH:12]=[CH:13][C:14]([O:15][CH3:16])=[C:6]([O:5][CH2:4][CH:3]=[C:2]([CH3:1])[CH2:17][CH2:18][CH:19]=[C:20]([CH3:22])[CH3:21])[CH:7]=1, predict the reactants needed to synthesize it. The reactants are: [CH3:1][C:2]([CH2:17][CH2:18][CH:19]=[C:20]([CH3:22])[CH3:21])=[CH:3][CH2:4][O:5][C:6]1[CH:7]=[C:8]([CH:12]=[CH:13][C:14]=1[O:15][CH3:16])[C:9]([OH:11])=O.[CH2:23]([NH2:33])/[CH:24]=[C:25](/[CH2:27][CH2:28][CH:29]=[C:30]([CH3:32])[CH3:31])\[CH3:26]. (4) The reactants are: [CH2:1]([C:5]1[C:6](=[O:17])[C:7]([CH2:15]Cl)=[C:8]([CH3:14])[C:9](=O)[C:10]=1[O:11][CH3:12])[CH2:2][CH2:3][CH3:4].[CH:18]#CC.C[Al](C)C.[Li]CCCC.O=[N+]([O-])[O-].[O-][N+](=O)[O-].[O-][N+](=O)[O-].[O-][N+](=O)[O-].[O-][N+](=O)[O-].[O-][N+](=O)[O-].[Ce+4].[NH4+].[NH4+].CC#N.[OH2:60]. Given the product [CH2:1]([C:5]1[C:6]([O:17][CH3:18])=[C:7]([C:8]([CH3:14])=[CH:9][C:10]=1[O:11][CH3:12])[CH:15]=[O:60])[CH2:2][CH2:3][CH3:4], predict the reactants needed to synthesize it. (5) Given the product [F:1][C:2]([F:15])([F:14])[C:3]1[CH:8]=[CH:7][C:6]([CH2:9][S:10]([NH2:16])(=[O:12])=[O:11])=[CH:5][CH:4]=1, predict the reactants needed to synthesize it. The reactants are: [F:1][C:2]([F:15])([F:14])[C:3]1[CH:8]=[CH:7][C:6]([CH2:9][S:10](Cl)(=[O:12])=[O:11])=[CH:5][CH:4]=1.[NH3:16]. (6) The reactants are: [C:1]([O:5][C:6]([N:8]1[CH2:13][C@H:12]([NH:14][S:15]([C:18]2[CH:23]=[CH:22][C:21]([CH2:24][CH2:25][C:26]([O:28]C)=[O:27])=[CH:20][CH:19]=2)(=[O:17])=[O:16])[CH2:11][C@H:10]([C:30](=[O:53])[NH:31][CH2:32][C:33]2([CH2:47][CH2:48][CH2:49][CH2:50][O:51][CH3:52])[C:46]3[CH:45]=[CH:44][CH:43]=[CH:42][C:41]=3[O:40][C:39]3[C:34]2=[CH:35][CH:36]=[CH:37][CH:38]=3)[CH2:9]1)=[O:7])([CH3:4])([CH3:3])[CH3:2].[Li+].[OH-]. Given the product [C:1]([O:5][C:6]([N:8]1[CH2:9][C@@H:10]([C:30](=[O:53])[NH:31][CH2:32][C:33]2([CH2:47][CH2:48][CH2:49][CH2:50][O:51][CH3:52])[C:46]3[CH:45]=[CH:44][CH:43]=[CH:42][C:41]=3[O:40][C:39]3[C:34]2=[CH:35][CH:36]=[CH:37][CH:38]=3)[CH2:11][C@@H:12]([NH:14][S:15]([C:18]2[CH:23]=[CH:22][C:21]([CH2:24][CH2:25][C:26]([OH:28])=[O:27])=[CH:20][CH:19]=2)(=[O:17])=[O:16])[CH2:13]1)=[O:7])([CH3:4])([CH3:2])[CH3:3], predict the reactants needed to synthesize it.